From a dataset of Catalyst prediction with 721,799 reactions and 888 catalyst types from USPTO. Predict which catalyst facilitates the given reaction. Reactant: [CH3:1][C:2]1([C:17]2[CH:18]=[C:19]([NH:23][S:24]([CH3:27])(=[O:26])=[O:25])[CH:20]=[CH:21][CH:22]=2)[CH:7]2[CH:3]1[CH2:4][N:5]([C:8](=O)[CH2:9][CH2:10][C:11]1[S:12][CH:13]=[CH:14][CH:15]=1)[CH2:6]2.[H-].[Al+3].[Li+].[H-].[H-].[H-].O.C(=O)([O-])O.[Na+]. Product: [CH3:1][C:2]1([C:17]2[CH:18]=[C:19]([NH:23][S:24]([CH3:27])(=[O:25])=[O:26])[CH:20]=[CH:21][CH:22]=2)[CH:7]2[CH:3]1[CH2:4][N:5]([CH2:8][CH2:9][CH2:10][C:11]1[S:12][CH:13]=[CH:14][CH:15]=1)[CH2:6]2. The catalyst class is: 54.